This data is from Reaction yield outcomes from USPTO patents with 853,638 reactions. The task is: Predict the reaction yield, written as a fraction of the theoretical maximum amount of product (1.0 means a 100% yield; for example, 0.34 means a 34% yield). (1) The reactants are [N:1]1[CH:6]=[CH:5][CH:4]=[CH:3][C:2]=1[C:7]1[N:11]=[C:10]([C:12]2[CH:17]=[C:16](Br)[CH:15]=[CH:14][C:13]=2[F:19])[O:9][N:8]=1.B1([C:26]2[CH:31]=[CH:30][CH:29]=[N:28][CH:27]=2)OCCCO1.C(=O)([O-])[O-].[Na+].[Na+]. The catalyst is C1C=CC([P]([Pd]([P](C2C=CC=CC=2)(C2C=CC=CC=2)C2C=CC=CC=2)([P](C2C=CC=CC=2)(C2C=CC=CC=2)C2C=CC=CC=2)[P](C2C=CC=CC=2)(C2C=CC=CC=2)C2C=CC=CC=2)(C2C=CC=CC=2)C2C=CC=CC=2)=CC=1.COCCOC. The product is [N:1]1[CH:6]=[CH:5][CH:4]=[CH:3][C:2]=1[C:7]1[N:11]=[C:10]([C:12]2[CH:17]=[C:16]([C:26]3[CH:27]=[N:28][CH:29]=[CH:30][CH:31]=3)[CH:15]=[CH:14][C:13]=2[F:19])[O:9][N:8]=1. The yield is 0.0900. (2) The reactants are [BH4-].[Na+].[OH-].[Na+].O.[CH3:6][CH2:7][C:8](=[O:14])[CH2:9][C:10](=[O:13])[CH2:11][CH3:12]. The catalyst is CO. The product is [CH3:6][CH2:7][CH:8]([OH:14])[CH2:9][CH:10]([OH:13])[CH2:11][CH3:12]. The yield is 0.900. (3) The reactants are Cl[CH:2]([CH2:6][O:7][CH3:8])[C:3](Cl)=[O:4].[NH2:9][C:10]1[CH:15]=[CH:14][C:13]([S:16]([N:19]([CH2:25][C:26]2[CH:31]=[CH:30][C:29]([O:32][CH3:33])=[CH:28][CH:27]=2)[C:20]2[S:21][CH:22]=[CH:23][N:24]=2)(=[O:18])=[O:17])=[CH:12][C:11]=1[OH:34].C([O-])([O-])=O.[Cs+].[Cs+]. The catalyst is CN(C=O)C.O. The product is [CH3:33][O:32][C:29]1[CH:28]=[CH:27][C:26]([CH2:25][N:19]([C:20]2[S:21][CH:22]=[CH:23][N:24]=2)[S:16]([C:13]2[CH:14]=[CH:15][C:10]3[NH:9][C:3](=[O:4])[CH:2]([CH2:6][O:7][CH3:8])[O:34][C:11]=3[CH:12]=2)(=[O:18])=[O:17])=[CH:31][CH:30]=1. The yield is 0.331.